The task is: Predict which catalyst facilitates the given reaction.. This data is from Catalyst prediction with 721,799 reactions and 888 catalyst types from USPTO. (1) Reactant: Br[C:2]1[CH:11]=[C:10]2[C:5]([N:6]=[CH:7][CH:8]=[N:9]2)=[C:4]([O:12][C@@H:13]2[CH2:18][CH2:17][C@H:16]([NH:19][C:20]3[N:25]=[CH:24][CH:23]=[CH:22][N:21]=3)[CH2:15][CH2:14]2)[CH:3]=1.[O:26]1[CH2:31][CH:30]=[C:29](B2OC(C)(C)C(C)(C)O2)[CH2:28][CH2:27]1.C([O-])([O-])=O.[Na+].[Na+]. Product: [O:26]1[CH2:27][CH:28]=[C:29]([C:2]2[CH:11]=[C:10]3[C:5]([N:6]=[CH:7][CH:8]=[N:9]3)=[C:4]([O:12][C@@H:13]3[CH2:18][CH2:17][C@H:16]([NH:19][C:20]4[N:25]=[CH:24][CH:23]=[CH:22][N:21]=4)[CH2:15][CH2:14]3)[CH:3]=2)[CH2:30][CH2:31]1. The catalyst class is: 151. (2) Reactant: [Si]([O:8][CH2:9][C:10]1[O:11][C:12]2[C:18]([CH2:19][O:20][C:21]3[CH:26]=[CH:25][C:24]([CH2:27][CH2:28][C:29]([O:31][CH2:32][CH3:33])=[O:30])=[C:23]([CH3:34])[C:22]=3[CH3:35])=[CH:17][C:16]([F:36])=[CH:15][C:13]=2[CH:14]=1)(C(C)(C)C)(C)C.CCCC[N+](CCCC)(CCCC)CCCC.[F-]. Product: [F:36][C:16]1[CH:17]=[C:18]([CH2:19][O:20][C:21]2[CH:26]=[CH:25][C:24]([CH2:27][CH2:28][C:29]([O:31][CH2:32][CH3:33])=[O:30])=[C:23]([CH3:34])[C:22]=2[CH3:35])[C:12]2[O:11][C:10]([CH2:9][OH:8])=[CH:14][C:13]=2[CH:15]=1. The catalyst class is: 7. (3) Reactant: CN(C)CCN.[S:7]1[CH:11]=[CH:10][CH:9]=[C:8]1[CH2:12][O:13][N:14]1C(=O)C2=CC=CC=C2C1=O.C(O)(=O)C.[Cl:29][C:30]1[CH:35]=[CH:34][C:33]([NH:36][S:37]([C:40]([F:43])([F:42])[F:41])(=[O:39])=[O:38])=[C:32]([C:44](=O)[CH2:45][CH3:46])[CH:31]=1. Product: [Cl:29][C:30]1[CH:35]=[CH:34][C:33]([NH:36][S:37]([C:40]([F:43])([F:42])[F:41])(=[O:39])=[O:38])=[C:32]([C:44](=[N:14][O:13][CH2:12][C:8]2[S:7][CH:11]=[CH:10][CH:9]=2)[CH2:45][CH3:46])[CH:31]=1. The catalyst class is: 14. (4) The catalyst class is: 38. Product: [CH3:12][C:5]1[C:6]([C:8]([O:10][CH3:11])=[O:9])=[N:7][C:2]([C:13]2[CH:18]=[CH:17][CH:16]=[CH:15][CH:14]=2)=[CH:3][CH:4]=1. Reactant: Cl[C:2]1[N:7]=[C:6]([C:8]([O:10][CH3:11])=[O:9])[C:5]([CH3:12])=[CH:4][CH:3]=1.[C:13]1(B(O)O)[CH:18]=[CH:17][CH:16]=[CH:15][CH:14]=1.C([O-])([O-])=O.[K+].[K+].C(Cl)Cl. (5) Reactant: [NH2:1][C:2]1[N:7]=[C:6]([C:8]2[O:9][C:10]([CH3:13])=[CH:11][CH:12]=2)[C:5]([C:14]#[N:15])=[C:4]([S:16][CH3:17])[N:3]=1.[Br:18]N1C(=O)CCC1=O.C(OOC(=O)C1C=CC=CC=1)(=O)C1C=CC=CC=1. Product: [NH2:1][C:2]1[N:7]=[C:6]([C:8]2[O:9][C:10]([CH2:13][Br:18])=[CH:11][CH:12]=2)[C:5]([C:14]#[N:15])=[C:4]([S:16][CH3:17])[N:3]=1. The catalyst class is: 53.